From a dataset of Reaction yield outcomes from USPTO patents with 853,638 reactions. Predict the reaction yield, written as a fraction of the theoretical maximum amount of product (1.0 means a 100% yield; for example, 0.34 means a 34% yield). (1) The reactants are [NH2:1][CH2:2][CH2:3][OH:4].Cl[C:6]1[N:7]([CH2:28][CH:29]2[CH2:31][CH2:30]2)[C:8]2[C:13]([N:14]=1)=[C:12]([N:15]1[CH2:20][CH2:19][O:18][CH2:17][CH2:16]1)[N:11]=[C:10]([C:21]1[CH:22]=[N:23][C:24]([NH2:27])=[N:25][CH:26]=1)[N:9]=2. The catalyst is CS(C)=O. The product is [NH2:27][C:24]1[N:23]=[CH:22][C:21]([C:10]2[N:9]=[C:8]3[C:13]([N:14]=[C:6]([NH:1][CH2:2][CH2:3][OH:4])[N:7]3[CH2:28][CH:29]3[CH2:31][CH2:30]3)=[C:12]([N:15]3[CH2:20][CH2:19][O:18][CH2:17][CH2:16]3)[N:11]=2)=[CH:26][N:25]=1. The yield is 0.660. (2) The reactants are [O:1]1[CH:5]=[C:4]([C:6]2[CH:15]=[CH:14][C:9]([O:10][CH2:11][CH2:12][NH2:13])=[CH:8][CH:7]=2)[N:3]=[CH:2]1.[F-].C([N+:21]([CH2:30][CH2:31][CH2:32][CH3:33])([CH2:26][CH2:27][CH2:28]C)CCCC)CCC.[OH2:34].CO.ClCCl. The catalyst is O1CCCC1.C(Cl)(Cl)Cl. The product is [O:1]1[CH:5]=[C:4]([C:6]2[CH:15]=[CH:14][C:9]([O:10][CH2:11][CH2:12][NH:13][CH2:33][C@@H:32]([C:31]3[CH:30]=[N:21][CH:26]=[CH:27][CH:28]=3)[OH:34])=[CH:8][CH:7]=2)[N:3]=[CH:2]1. The yield is 0.520. (3) The reactants are [CH2:1]([O:3][C:4]([C:6]1[CH:11]=[CH:10][C:9]([C:12]([F:15])([F:14])[F:13])=[C:8](O)[N:7]=1)=[O:5])[CH3:2].P(Cl)([Cl:26])(OC1C=CC=CC=1)=O. The catalyst is C(OCC)(=O)C. The product is [CH2:1]([O:3][C:4]([C:6]1[CH:11]=[CH:10][C:9]([C:12]([F:15])([F:14])[F:13])=[C:8]([Cl:26])[N:7]=1)=[O:5])[CH3:2]. The yield is 0.913. (4) The reactants are [Cl:1][C:2]1[N:7]=[C:6]([NH:8]C(=O)C(C)(C)C)[CH:5]=[CH:4][C:3]=1[CH3:15].C([O-])(O)=O.[Na+]. The catalyst is Cl. The product is [Cl:1][C:2]1[N:7]=[C:6]([NH2:8])[CH:5]=[CH:4][C:3]=1[CH3:15]. The yield is 0.360.